The task is: Predict the reactants needed to synthesize the given product.. This data is from Full USPTO retrosynthesis dataset with 1.9M reactions from patents (1976-2016). The reactants are: [F:1][C:2]([F:42])([F:41])[C:3]1[CH:4]=[CH:5][C:6]([NH:9][C:10]([C:12]2[C:16]([CH2:17]Br)=[C:15]([C:19]3[CH:24]=[CH:23][C:22]([O:25][Si](C(C)(C)C)(C)C)=[CH:21][CH:20]=3)[N:14]([C:33]3[CH:38]=[CH:37][C:36]([Cl:39])=[CH:35][C:34]=3[Cl:40])[N:13]=2)=[O:11])=[N:7][CH:8]=1.[OH2:43]. Given the product [F:1][C:2]([F:42])([F:41])[C:3]1[CH:4]=[CH:5][C:6]([NH:9][C:10]([C:12]2[C:16]([CH2:17][OH:43])=[C:15]([C:19]3[CH:24]=[CH:23][C:22]([OH:25])=[CH:21][CH:20]=3)[N:14]([C:33]3[CH:38]=[CH:37][C:36]([Cl:39])=[CH:35][C:34]=3[Cl:40])[N:13]=2)=[O:11])=[N:7][CH:8]=1, predict the reactants needed to synthesize it.